Dataset: Catalyst prediction with 721,799 reactions and 888 catalyst types from USPTO. Task: Predict which catalyst facilitates the given reaction. (1) Reactant: C(OC([N:8]1[CH2:13][CH2:12][CH:11]([NH:14][C:15](=[O:27])[C:16]2[CH:21]=[CH:20][CH:19]=[C:18]([O:22][S:23]([CH3:26])(=[O:25])=[O:24])[CH:17]=2)[CH2:10][CH2:9]1)=O)(C)(C)C.FC(F)(F)C(O)=O. Product: [NH:8]1[CH2:13][CH2:12][CH:11]([NH:14][C:15]([C:16]2[CH:17]=[C:18]([O:22][S:23]([CH3:26])(=[O:24])=[O:25])[CH:19]=[CH:20][CH:21]=2)=[O:27])[CH2:10][CH2:9]1. The catalyst class is: 2. (2) Reactant: Br[CH2:2][C:3]1[C:4]([CH2:21][CH2:22][CH2:23][CH2:24][C:25]([O:27][CH2:28][CH3:29])=[O:26])=[C:5]([C:14]2[CH:15]=[N:16][CH:17]=[C:18]([Br:20])[CH:19]=2)[C:6]2[N:7]([C:9]([CH2:12][CH3:13])=[CH:10][CH:11]=2)[N:8]=1.[C-:30]#[N:31].[K+]. Product: [Br:20][C:18]1[CH:19]=[C:14]([C:5]2[C:6]3[N:7]([C:9]([CH2:12][CH3:13])=[CH:10][CH:11]=3)[N:8]=[C:3]([CH2:2][C:30]#[N:31])[C:4]=2[CH2:21][CH2:22][CH2:23][CH2:24][C:25]([O:27][CH2:28][CH3:29])=[O:26])[CH:15]=[N:16][CH:17]=1. The catalyst class is: 9. (3) Reactant: [Si]([O:8][C@H:9]([C:42]1[CH:47]=[CH:46][C:45]([F:48])=[CH:44][CH:43]=1)[CH2:10][S:11][C@H:12]1[C:15](=[O:16])[N:14]([C:17]2[CH:22]=[CH:21][C:20]([C:23]#[C:24][CH2:25][NH:26][S:27]([CH3:30])(=[O:29])=[O:28])=[CH:19][CH:18]=2)[C@@H:13]1[C:31]1[CH:41]=[CH:40][C:34]([O:35][CH2:36][C:37](O)=[O:38])=[CH:33][CH:32]=1)(C(C)(C)C)(C)C.CN1CCOCC1.CN(C(ON1N=NC2C=CC=CC1=2)=[N+](C)C)C.[B-](F)(F)(F)F.Cl.[NH2:79][CH2:80][C:81]([NH:83][C@@H:84]([C:88]([OH:90])=[O:89])[CH:85]([CH3:87])[CH3:86])=[O:82].[Si](O[Si](C(C)(C)C)(C)C)(C(C)(C)C)(C)C. Product: [F:48][C:45]1[CH:46]=[CH:47][C:42]([C@@H:9]([OH:8])[CH2:10][S:11][C@H:12]2[C:15](=[O:16])[N:14]([C:17]3[CH:22]=[CH:21][C:20]([C:23]#[C:24][CH2:25][NH:26][S:27]([CH3:30])(=[O:29])=[O:28])=[CH:19][CH:18]=3)[C@@H:13]2[C:31]2[CH:41]=[CH:40][C:34]([O:35][CH2:36][C:37]([NH:79][CH2:80][C:81]([NH:83][C@@H:84]([C:88]([OH:90])=[O:89])[CH:85]([CH3:86])[CH3:87])=[O:82])=[O:38])=[CH:33][CH:32]=2)=[CH:43][CH:44]=1. The catalyst class is: 3. (4) Reactant: [C:1]1([CH3:13])[CH:6]=[C:5]([CH3:7])[CH:4]=[C:3]([CH3:8])[C:2]=1[S:9](Cl)(=[O:11])=[O:10].[CH:14]1([C:20]2[CH:25]=[CH:24][CH:23]=[CH:22][CH:21]=2)[CH2:19][CH2:18][CH2:17][CH2:16][CH2:15]1.[Al+3].[Cl-].[Cl-].[Cl-].Cl. Product: [CH:20]1([C:14]2[CH:15]=[CH:16][C:17]([S:9]([C:2]3[C:3]([CH3:8])=[CH:4][C:5]([CH3:7])=[CH:6][C:1]=3[CH3:13])(=[O:11])=[O:10])=[CH:18][CH:19]=2)[CH2:21][CH2:22][CH2:23][CH2:24][CH2:25]1. The catalyst class is: 2. (5) Reactant: [C:1]([N:8]1[CH2:13][CH2:12][C:11](=O)[CH2:10][CH2:9]1)([O:3][C:4]([CH3:7])([CH3:6])[CH3:5])=[O:2].[NH:15]1[CH2:19][CH2:18][CH2:17][CH2:16]1.CC1C=CC(S(O)(=O)=O)=CC=1. Product: [N:15]1([C:11]2[CH2:10][CH2:9][N:8]([C:1]([O:3][C:4]([CH3:7])([CH3:6])[CH3:5])=[O:2])[CH2:13][CH:12]=2)[CH2:19][CH2:18][CH2:17][CH2:16]1. The catalyst class is: 244. (6) Reactant: O.NN.[Cl:4][C:5]1[CH:6]=[C:7]([CH2:17][N:18]2C(=O)C3C(=CC=CC=3)C2=O)[CH:8]=[N:9][C:10]=1[O:11][CH2:12][C:13]([F:16])([F:15])[F:14]. Product: [Cl:4][C:5]1[CH:6]=[C:7]([CH2:17][NH2:18])[CH:8]=[N:9][C:10]=1[O:11][CH2:12][C:13]([F:14])([F:15])[F:16]. The catalyst class is: 5.